Task: Predict the product of the given reaction.. Dataset: Forward reaction prediction with 1.9M reactions from USPTO patents (1976-2016) Given the reactants Br[C:2]1[C:3]([C:28]([N:30]2[CH2:35][CH2:34][O:33][CH2:32][CH2:31]2)=[O:29])=[CH:4][C:5]([O:19][CH2:20][C:21]2[CH:26]=[CH:25][C:24]([F:27])=[CH:23][CH:22]=2)=[C:6]([CH:18]=1)[C:7]([O:9]CC1C=CC(F)=CC=1)=[O:8].[CH3:36][N:37]1[CH:41]=[C:40](B2OC(C)(C)C(C)(C)O2)[CH:39]=[N:38]1.P([O-])([O-])([O-])=O.[K+].[K+].[K+].[OH-].[Li+].Cl, predict the reaction product. The product is: [F:27][C:24]1[CH:23]=[CH:22][C:21]([CH2:20][O:19][C:5]2[CH:4]=[C:3]([C:28]([N:30]3[CH2:31][CH2:32][O:33][CH2:34][CH2:35]3)=[O:29])[C:2]([C:40]3[CH:39]=[N:38][N:37]([CH3:36])[CH:41]=3)=[CH:18][C:6]=2[C:7]([OH:9])=[O:8])=[CH:26][CH:25]=1.